This data is from Rat liver microsome stability data. The task is: Regression/Classification. Given a drug SMILES string, predict its absorption, distribution, metabolism, or excretion properties. Task type varies by dataset: regression for continuous measurements (e.g., permeability, clearance, half-life) or binary classification for categorical outcomes (e.g., BBB penetration, CYP inhibition). Dataset: rlm. (1) The molecule is O=C(CNCc1ccccc1)NC(c1ccccc1Cl)c1cc(Cl)c2cccnc2c1O. The result is 1 (stable in rat liver microsomes). (2) The drug is COc1cccc2c1N(C1CCN(CC(=O)Nc3ccc4c(c3)-c3ccccc3C4O)CC1)C(=O)OC2. The result is 1 (stable in rat liver microsomes). (3) The result is 0 (unstable in rat liver microsomes). The molecule is CS(=O)(=O)c1ccc(OC2CCN(C(=O)NCc3ccc(Cl)cc3Cl)CC2)cc1. (4) The result is 1 (stable in rat liver microsomes). The molecule is CC(C)C[C@H]1C(=O)N2CCC[C@H]2[C@]2(O)O[C@](NC(=O)[C@@H]3C=C4c5cccc6[nH]c(Br)c(c56)C[C@H]4N(C)C3)(C(C)C)C(=O)N12.